Regression/Classification. Given a drug SMILES string, predict its absorption, distribution, metabolism, or excretion properties. Task type varies by dataset: regression for continuous measurements (e.g., permeability, clearance, half-life) or binary classification for categorical outcomes (e.g., BBB penetration, CYP inhibition). Dataset: cyp1a2_veith. From a dataset of CYP1A2 inhibition data for predicting drug metabolism from PubChem BioAssay. The drug is CSc1ccc(NC(=O)Nc2cc(C)ccn2)cc1. The result is 1 (inhibitor).